Dataset: Forward reaction prediction with 1.9M reactions from USPTO patents (1976-2016). Task: Predict the product of the given reaction. (1) Given the reactants [F:1][C:2]1[CH:9]=[CH:8][C:5]([CH:6]=O)=[CH:4][CH:3]=1.C([O-])(=O)C.[Na+].C([BH3-])#N.[Na+].Cl.[CH2:20]([O:22][C:23](=[O:30])[CH2:24][CH:25]([NH2:29])[CH:26]([CH3:28])[CH3:27])[CH3:21], predict the reaction product. The product is: [CH2:20]([O:22][C:23](=[O:30])[CH2:24][CH:25]([NH:29][CH2:6][C:5]1[CH:8]=[CH:9][C:2]([F:1])=[CH:3][CH:4]=1)[CH:26]([CH3:27])[CH3:28])[CH3:21]. (2) Given the reactants [Cl:1][C:2]1[CH:26]=[CH:25][C:5]([CH2:6][N:7]2[CH:12]=[C:11]([C:13]3[CH:18]=[CH:17][C:16]([O:19][CH3:20])=[CH:15][CH:14]=3)[C:10]([CH2:21][CH2:22][OH:23])=[CH:9][C:8]2=[O:24])=[CH:4][CH:3]=1.I[CH3:28], predict the reaction product. The product is: [Cl:1][C:2]1[CH:3]=[CH:4][C:5]([CH2:6][N:7]2[CH:12]=[C:11]([C:13]3[CH:18]=[CH:17][C:16]([O:19][CH3:20])=[CH:15][CH:14]=3)[C:10]([CH2:21][CH2:22][O:23][CH3:28])=[CH:9][C:8]2=[O:24])=[CH:25][CH:26]=1. (3) Given the reactants [NH2:1][C:2]1[CH:3]=[C:4]([B:8]([OH:10])[OH:9])[CH:5]=[CH:6][CH:7]=1.C(=O)([O-])O.[Na+].[C:16](Cl)(=[O:19])[CH:17]=[CH2:18], predict the reaction product. The product is: [C:16]([NH:1][C:2]1[CH:3]=[C:4]([B:8]([OH:10])[OH:9])[CH:5]=[CH:6][CH:7]=1)(=[O:19])[CH:17]=[CH2:18]. (4) Given the reactants [C:1](OC(=O)C)(=[O:3])[CH3:2].[CH3:8][C:9]1[CH:14]=[CH:13][C:12]([N+:15]([O-:17])=[O:16])=[CH:11][C:10]=1[OH:18].[OH-].[Na+], predict the reaction product. The product is: [C:1]([O:18][C:10]1[CH:11]=[C:12]([N+:15]([O-:17])=[O:16])[CH:13]=[CH:14][C:9]=1[CH3:8])(=[O:3])[CH3:2].